This data is from Forward reaction prediction with 1.9M reactions from USPTO patents (1976-2016). The task is: Predict the product of the given reaction. (1) Given the reactants Br[C:2]1[CH:3]=[C:4]([CH:21]=[C:22]([Cl:24])[CH:23]=1)[CH2:5][O:6][C:7]1[CH:12]=[CH:11][CH:10]=[CH:9][C:8]=1[CH2:13][C:14]([O:16][C:17]([CH3:20])([CH3:19])[CH3:18])=[O:15].[CH:25]([C:27]1[CH:32]=[CH:31][N:30]=[CH:29][CH:28]=1)=[CH2:26].C1(C)C=CC=CC=1P(C1C=CC=CC=1C)C1C=CC=CC=1C.C(N(CC)CC)C, predict the reaction product. The product is: [Cl:24][C:22]1[CH:21]=[C:4]([CH:3]=[C:2]([CH:26]=[CH:25][C:27]2[CH:32]=[CH:31][N:30]=[CH:29][CH:28]=2)[CH:23]=1)[CH2:5][O:6][C:7]1[CH:12]=[CH:11][CH:10]=[CH:9][C:8]=1[CH2:13][C:14]([O:16][C:17]([CH3:20])([CH3:19])[CH3:18])=[O:15]. (2) Given the reactants [NH2:1][C@H:2]1[CH2:7][CH2:6][C@H:5]([CH2:8][NH:9][C:10]2[C:15]([N+:16]([O-:18])=[O:17])=[CH:14][N:13]=[C:12]([NH:19][CH2:20][C:21]3[CH:26]=[CH:25][CH:24]=[CH:23][C:22]=3[O:27][C:28]([F:31])([F:30])[F:29])[N:11]=2)[CH2:4][CH2:3]1.[CH3:32][S:33](Cl)(=[O:35])=[O:34].CCN(C(C)C)C(C)C, predict the reaction product. The product is: [N+:16]([C:15]1[C:10]([NH:9][CH2:8][C@H:5]2[CH2:4][CH2:3][C@H:2]([NH:1][S:33]([CH3:32])(=[O:35])=[O:34])[CH2:7][CH2:6]2)=[N:11][C:12]([NH:19][CH2:20][C:21]2[CH:26]=[CH:25][CH:24]=[CH:23][C:22]=2[O:27][C:28]([F:30])([F:31])[F:29])=[N:13][CH:14]=1)([O-:18])=[O:17]. (3) Given the reactants [CH2:1]([O:4][C:5]1[CH:6]=[C:7]([CH:19]=[CH:20][C:21]=1[O:22]CC1C=CC=CC=1)[CH2:8][NH:9][C:10]1[C:15]([Cl:16])=[C:14]([CH3:17])[N:13]=[C:12]([CH3:18])[N:11]=1)[CH:2]=[CH2:3].Cl.C(O)C.[OH-].[Na+], predict the reaction product. The product is: [CH2:1]([O:4][C:5]1[CH:6]=[C:7]([CH2:8][NH:9][C:10]2[C:15]([Cl:16])=[C:14]([CH3:17])[N:13]=[C:12]([CH3:18])[N:11]=2)[CH:19]=[CH:20][C:21]=1[OH:22])[CH:2]=[CH2:3]. (4) Given the reactants [Cl:1][C:2]1[CH:10]=[C:9]2[C:5]([C:6]3([CH:16]([O:17][CH2:18][C:19]([CH3:22])([CH3:21])[CH3:20])[CH2:15][C:14](=[O:23])[CH2:13][CH:12]3[C:24]3[CH:29]=C[CH:27]=[C:26](Cl)[CH:25]=3)[C:7](=[O:11])[NH:8]2)=[CH:4][CH:3]=1.[NH2:31]O.Cl.[OH-].[Na+].C1(C)C=CC(S(Cl)(=O)=O)=CC=1.Cl[CH2:48][Cl:49], predict the reaction product. The product is: [Cl:1][C:2]1[CH:10]=[C:9]2[C:5]([C:6]3([CH:16]([O:17][CH2:18][C:19]([CH3:22])([CH3:20])[CH3:21])[CH2:15][C:14](=[O:23])[NH:31][CH2:13][CH:12]3[C:24]3[CH:25]=[CH:26][CH:27]=[C:48]([Cl:49])[CH:29]=3)[C:7](=[O:11])[NH:8]2)=[CH:4][CH:3]=1. (5) Given the reactants [O:1]=[C:2]1[CH2:10][C:9]2[C:4](=[CH:5][CH:6]=[CH:7][CH:8]=2)[N:3]1[CH2:11][C:12]([NH2:14])=[O:13].[N+:15]([O-])([OH:17])=[O:16].C(#N)C.CO, predict the reaction product. The product is: [N+:15]([C:7]1[CH:8]=[C:9]2[C:4](=[CH:5][CH:6]=1)[N:3]([CH2:11][C:12]([NH2:14])=[O:13])[C:2](=[O:1])[CH2:10]2)([O-:17])=[O:16].